Task: Regression. Given a peptide amino acid sequence and an MHC pseudo amino acid sequence, predict their binding affinity value. This is MHC class II binding data.. Dataset: Peptide-MHC class II binding affinity with 134,281 pairs from IEDB (1) The MHC is HLA-DQA10501-DQB10201 with pseudo-sequence HLA-DQA10501-DQB10201. The binding affinity (normalized) is 0.210. The peptide sequence is KLIGGIGGFIKVRQYDQIPI. (2) The peptide sequence is ENEPTAAAIAYGLDR. The MHC is HLA-DQA10501-DQB10301 with pseudo-sequence HLA-DQA10501-DQB10301. The binding affinity (normalized) is 0.681. (3) The peptide sequence is PKYVKQNTLKLAT. The MHC is DRB1_0405 with pseudo-sequence DRB1_0405. The binding affinity (normalized) is 0.559. (4) The peptide sequence is YDKFLANVPTVLTGK. The MHC is DRB1_0405 with pseudo-sequence DRB1_0405. The binding affinity (normalized) is 0.553.